This data is from Forward reaction prediction with 1.9M reactions from USPTO patents (1976-2016). The task is: Predict the product of the given reaction. (1) Given the reactants Br[C:2]1[CH:7]=[CH:6][CH:5]=[CH:4][C:3]=1[CH2:8][CH2:9][CH2:10][CH2:11][CH2:12][CH2:13][CH3:14].C([Li])(C)(C)C.CCCCC.[B:25](OC)([O:28]C)[O:26]C, predict the reaction product. The product is: [CH2:8]([C:3]1[CH:4]=[CH:5][CH:6]=[CH:7][C:2]=1[B:25]([OH:28])[OH:26])[CH2:9][CH2:10][CH2:11][CH2:12][CH2:13][CH3:14]. (2) Given the reactants [F:1][C:2]([F:7])([F:6])[C:3]([OH:5])=[O:4].[F:8][C:9]([F:14])([F:13])[C:10]([OH:12])=[O:11].FC(F)(F)C(O)=O.[Cl:22][C:23]1[CH:24]=[N:25][C:26]2[NH:27][C:28]3[CH:29]=[N:30][CH:31]=[C:32]([CH:53]=3)[CH2:33][CH2:34][C:35]3[CH:43]=[C:39]([NH:40][C:41]=1[N:42]=2)[CH:38]=[CH:37][C:36]=3[NH:44][C:45](=[O:52])[CH2:46][CH:47]1[CH2:51][CH2:50][NH:49][CH2:48]1.[C:54]1([N:60]=[C:61]=[O:62])[CH:59]=[CH:58][CH:57]=[CH:56][CH:55]=1, predict the reaction product. The product is: [F:1][C:2]([F:7])([F:6])[C:3]([OH:5])=[O:4].[F:8][C:9]([F:14])([F:13])[C:10]([OH:12])=[O:11].[Cl:22][C:23]1[CH:24]=[N:25][C:26]2[NH:27][C:28]3[CH:29]=[N:30][CH:31]=[C:32]([CH:53]=3)[CH2:33][CH2:34][C:35]3[CH:43]=[C:39]([NH:40][C:41]=1[N:42]=2)[CH:38]=[CH:37][C:36]=3[NH:44][C:45](=[O:52])[CH2:46][CH:47]1[CH2:51][CH2:50][N:49]([C:61]([NH:60][C:54]2[CH:59]=[CH:58][CH:57]=[CH:56][CH:55]=2)=[O:62])[CH2:48]1. (3) Given the reactants Cl.[CH2:2]1[C:11]2[C:6](=[CH:7][CH:8]=[CH:9][CH:10]=2)[CH2:5][CH2:4][C@H:3]1[NH2:12].C(N(CC)CC)C.[F:20][C:21]1[CH:29]=[CH:28][C:24]([C:25](Cl)=[O:26])=[CH:23][CH:22]=1.O, predict the reaction product. The product is: [F:20][C:21]1[CH:29]=[CH:28][C:24]([C:25]([NH:12][C@@H:3]2[CH2:4][CH2:5][C:6]3[C:11](=[CH:10][CH:9]=[CH:8][CH:7]=3)[CH2:2]2)=[O:26])=[CH:23][CH:22]=1. (4) Given the reactants [C:1]([NH:4][C:5]1[N:9]([CH:10]2[CH2:15][CH2:14][CH2:13][N:12]([C:16]([O:18][CH2:19][C:20]3[CH:25]=[CH:24][CH:23]=[CH:22][CH:21]=3)=[O:17])[CH2:11]2)[N:8]=[C:7]([C:26]2[CH:31]=[CH:30][CH:29]=[C:28](I)[CH:27]=2)[C:6]=1[C:33]#[N:34])(=[O:3])[CH3:2].C1(P(C2CCCCC2)C2C=CC=CC=2C2C(OC)=CC=CC=2OC)CCCCC1.[Cl-].[Cl:65][C:66]1[CH:73]=[CH:72][C:69]([CH2:70][Zn+])=[CH:68][CH:67]=1.O, predict the reaction product. The product is: [C:1]([NH:4][C:5]1[N:9]([CH:10]2[CH2:15][CH2:14][CH2:13][N:12]([C:16]([O:18][CH2:19][C:20]3[CH:25]=[CH:24][CH:23]=[CH:22][CH:21]=3)=[O:17])[CH2:11]2)[N:8]=[C:7]([C:26]2[CH:31]=[CH:30][CH:29]=[C:28]([CH2:70][C:69]3[CH:72]=[CH:73][C:66]([Cl:65])=[CH:67][CH:68]=3)[CH:27]=2)[C:6]=1[C:33]#[N:34])(=[O:3])[CH3:2].